The task is: Regression. Given two drug SMILES strings and cell line genomic features, predict the synergy score measuring deviation from expected non-interaction effect.. This data is from NCI-60 drug combinations with 297,098 pairs across 59 cell lines. (1) Drug 1: CC1CCC2CC(C(=CC=CC=CC(CC(C(=O)C(C(C(=CC(C(=O)CC(OC(=O)C3CCCCN3C(=O)C(=O)C1(O2)O)C(C)CC4CCC(C(C4)OC)O)C)C)O)OC)C)C)C)OC. Drug 2: CN(CCCl)CCCl.Cl. Cell line: NCI/ADR-RES. Synergy scores: CSS=5.61, Synergy_ZIP=-2.60, Synergy_Bliss=-1.16, Synergy_Loewe=-0.357, Synergy_HSA=-1.23. (2) Drug 1: C1=CC(=C2C(=C1NCCNCCO)C(=O)C3=C(C=CC(=C3C2=O)O)O)NCCNCCO. Drug 2: C1=NC2=C(N1)C(=S)N=CN2. Cell line: MOLT-4. Synergy scores: CSS=72.1, Synergy_ZIP=-5.68, Synergy_Bliss=-5.23, Synergy_Loewe=-6.91, Synergy_HSA=-2.84. (3) Drug 1: CC1=C2C(C(=O)C3(C(CC4C(C3C(C(C2(C)C)(CC1OC(=O)C(C(C5=CC=CC=C5)NC(=O)OC(C)(C)C)O)O)OC(=O)C6=CC=CC=C6)(CO4)OC(=O)C)OC)C)OC. Drug 2: CCN(CC)CCCC(C)NC1=C2C=C(C=CC2=NC3=C1C=CC(=C3)Cl)OC. Cell line: MDA-MB-231. Synergy scores: CSS=46.4, Synergy_ZIP=-8.82, Synergy_Bliss=-8.78, Synergy_Loewe=-5.79, Synergy_HSA=-3.41. (4) Drug 1: C1CC(=O)NC(=O)C1N2CC3=C(C2=O)C=CC=C3N. Drug 2: CS(=O)(=O)CCNCC1=CC=C(O1)C2=CC3=C(C=C2)N=CN=C3NC4=CC(=C(C=C4)OCC5=CC(=CC=C5)F)Cl. Cell line: SF-295. Synergy scores: CSS=3.31, Synergy_ZIP=3.68, Synergy_Bliss=-0.191, Synergy_Loewe=0.108, Synergy_HSA=0.248. (5) Drug 1: CNC(=O)C1=NC=CC(=C1)OC2=CC=C(C=C2)NC(=O)NC3=CC(=C(C=C3)Cl)C(F)(F)F. Drug 2: CN1C=C(C=N1)C2=C3N=C(C(=C(N3N=C2)N)Br)C4CCCNC4. Cell line: NCI-H460. Synergy scores: CSS=60.3, Synergy_ZIP=4.05, Synergy_Bliss=5.39, Synergy_Loewe=2.44, Synergy_HSA=7.86. (6) Drug 1: C1=NC2=C(N=C(N=C2N1C3C(C(C(O3)CO)O)F)Cl)N. Drug 2: C#CCC(CC1=CN=C2C(=N1)C(=NC(=N2)N)N)C3=CC=C(C=C3)C(=O)NC(CCC(=O)O)C(=O)O. Cell line: NCI/ADR-RES. Synergy scores: CSS=21.8, Synergy_ZIP=0.672, Synergy_Bliss=1.54, Synergy_Loewe=-2.05, Synergy_HSA=3.62. (7) Drug 1: CC12CCC(CC1=CCC3C2CCC4(C3CC=C4C5=CN=CC=C5)C)O. Drug 2: C(=O)(N)NO. Cell line: SK-MEL-5. Synergy scores: CSS=2.36, Synergy_ZIP=1.29, Synergy_Bliss=5.61, Synergy_Loewe=1.41, Synergy_HSA=2.22. (8) Drug 1: CC(CN1CC(=O)NC(=O)C1)N2CC(=O)NC(=O)C2. Drug 2: CCCCC(=O)OCC(=O)C1(CC(C2=C(C1)C(=C3C(=C2O)C(=O)C4=C(C3=O)C=CC=C4OC)O)OC5CC(C(C(O5)C)O)NC(=O)C(F)(F)F)O. Cell line: RXF 393. Synergy scores: CSS=9.29, Synergy_ZIP=-5.45, Synergy_Bliss=-8.72, Synergy_Loewe=-6.65, Synergy_HSA=-6.56. (9) Drug 1: C1CN1P(=S)(N2CC2)N3CC3. Drug 2: COCCOC1=C(C=C2C(=C1)C(=NC=N2)NC3=CC=CC(=C3)C#C)OCCOC.Cl. Cell line: T-47D. Synergy scores: CSS=20.0, Synergy_ZIP=-7.94, Synergy_Bliss=-2.25, Synergy_Loewe=-4.34, Synergy_HSA=-0.532. (10) Drug 1: C1CC(=O)NC(=O)C1N2CC3=C(C2=O)C=CC=C3N. Drug 2: CC1C(C(CC(O1)OC2CC(CC3=C2C(=C4C(=C3O)C(=O)C5=CC=CC=C5C4=O)O)(C(=O)C)O)N)O. Cell line: CAKI-1. Synergy scores: CSS=42.8, Synergy_ZIP=5.64, Synergy_Bliss=6.78, Synergy_Loewe=-22.6, Synergy_HSA=6.14.